From a dataset of Catalyst prediction with 721,799 reactions and 888 catalyst types from USPTO. Predict which catalyst facilitates the given reaction. (1) Product: [C:17]([NH:21][C:22]([N:7]1[CH2:8][CH2:9][C@H:5]([OH:4])[CH2:6]1)=[O:23])([CH3:20])([CH3:19])[CH3:18]. The catalyst class is: 27. Reactant: ClCCl.[OH:4][C@H:5]1[CH2:9][CH2:8][NH:7][CH2:6]1.C(N(CC)CC)C.[C:17]([N:21]=[C:22]=[O:23])([CH3:20])([CH3:19])[CH3:18]. (2) Reactant: [CH:1]1([NH2:7])[CH2:6][CH2:5][CH2:4][CH2:3][CH2:2]1.C([O:10][C:11]([C:13]1[C:14](=[O:32])[N:15]([CH2:25][C:26]2[CH:31]=[CH:30][CH:29]=[CH:28][CH:27]=2)[C:16]2[C:21]([C:22]=1[OH:23])=[CH:20][C:19]([CH3:24])=[CH:18][CH:17]=2)=O)C. Product: [CH:1]1([NH:7][C:11]([C:13]2[C:14](=[O:32])[N:15]([CH2:25][C:26]3[CH:27]=[CH:28][CH:29]=[CH:30][CH:31]=3)[C:16]3[C:21]([C:22]=2[OH:23])=[CH:20][C:19]([CH3:24])=[CH:18][CH:17]=3)=[O:10])[CH2:6][CH2:5][CH2:4][CH2:3][CH2:2]1. The catalyst class is: 93. (3) Reactant: CI.[CH3:3][O:4][C:5]([C@H:7]1[CH2:12][CH2:11][C@H:10]([CH2:13][N:14]2[C:18]3[CH:19]=[C:20]([Br:23])[CH:21]=[CH:22][C:17]=3[NH:16][C:15]2=[O:24])[CH2:9][CH2:8]1)=[O:6].[C:25]([O-])([O-])=O.[K+].[K+]. Product: [CH3:3][O:4][C:5]([C@H:7]1[CH2:8][CH2:9][C@H:10]([CH2:13][N:14]2[C:18]3[CH:19]=[C:20]([Br:23])[CH:21]=[CH:22][C:17]=3[N:16]([CH3:25])[C:15]2=[O:24])[CH2:11][CH2:12]1)=[O:6]. The catalyst class is: 3. (4) Reactant: [CH2:1]([O:8][CH:9]1[CH2:14][CH2:13][CH:12]([OH:15])[CH2:11][CH2:10]1)[C:2]1[CH:7]=[CH:6][CH:5]=[CH:4][CH:3]=1.[Br:16][C:17]1[N:18]=[N:19][C:20](Br)=[CH:21][CH:22]=1. Product: [CH2:1]([O:8][CH:9]1[CH2:14][CH2:13][CH:12]([O:15][C:20]2[N:19]=[N:18][C:17]([Br:16])=[CH:22][CH:21]=2)[CH2:11][CH2:10]1)[C:2]1[CH:7]=[CH:6][CH:5]=[CH:4][CH:3]=1. The catalyst class is: 49. (5) Reactant: [F:1][C:2]1[CH:3]=[C:4]([N:11]2[CH2:15][CH2:14][C@@H:13]([N:16]3[CH2:20][CH2:19][CH2:18][C@@H:17]3[CH3:21])[CH2:12]2)[CH:5]=[CH:6][C:7]=1[N+:8]([O-])=O. Product: [F:1][C:2]1[CH:3]=[C:4]([N:11]2[CH2:15][CH2:14][C@@H:13]([N:16]3[CH2:20][CH2:19][CH2:18][C@@H:17]3[CH3:21])[CH2:12]2)[CH:5]=[CH:6][C:7]=1[NH2:8]. The catalyst class is: 29. (6) Reactant: [Cl:1][C:2]1[N:7]=[C:6]([NH:8][C:9]2[CH:18]=[CH:17][C:16]3[C:15]4[C:19]5[NH:26][CH2:25][C@@H:24]([CH3:27])[NH:23][C:22](=[O:28])[C:20]=5[S:21][C:14]=4[CH:13]=[CH:12][C:11]=3[N:10]=2)[C:5]([C:29]([O:31]CC)=[O:30])=[CH:4][N:3]=1.[Li+].[OH-].Cl. Product: [Cl:1][C:2]1[N:7]=[C:6]([NH:8][C:9]2[CH:18]=[CH:17][C:16]3[C:15]4[C:19]5[NH:26][CH2:25][C@@H:24]([CH3:27])[NH:23][C:22](=[O:28])[C:20]=5[S:21][C:14]=4[CH:13]=[CH:12][C:11]=3[N:10]=2)[C:5]([C:29]([OH:31])=[O:30])=[CH:4][N:3]=1. The catalyst class is: 24. (7) Reactant: [CH3:1][O:2][C:3]1[CH:4]=[C:5]([CH2:13][CH2:14][C@H:15]([C:17]2[CH:22]=[CH:21][CH:20]=[C:19]([O:23][CH2:24][C:25]([O:27][C:28]([CH3:31])([CH3:30])[CH3:29])=[O:26])[CH:18]=2)[OH:16])[CH:6]=[C:7]([O:11][CH3:12])[C:8]=1[O:9][CH3:10].[O:32]=[C:33]([N:41]1[CH2:46][CH2:45][CH2:44][CH2:43][C@H:42]1[C:47](O)=[O:48])[C:34](=[O:40])[C:35]([CH3:39])([CH3:38])[CH2:36][CH3:37].C1(N=C=NC2CCCCC2)CCCCC1. The catalyst class is: 172. Product: [CH3:38][C:35]([CH3:39])([CH2:36][CH3:37])[C:34](=[O:40])[C:33]([N:41]1[CH2:46][CH2:45][CH2:44][CH2:43][C@H:42]1[C:47]([O:16][C@@H:15]([C:17]1[CH:22]=[CH:21][CH:20]=[C:19]([O:23][CH2:24][C:25]([O:27][C:28]([CH3:31])([CH3:30])[CH3:29])=[O:26])[CH:18]=1)[CH2:14][CH2:13][C:5]1[CH:4]=[C:3]([O:2][CH3:1])[C:8]([O:9][CH3:10])=[C:7]([O:11][CH3:12])[CH:6]=1)=[O:48])=[O:32]. (8) Reactant: [Cl:1][C:2]1[CH:3]=[C:4]([C:9](=O)[CH2:10][C:11]([O:13]CC)=O)[CH:5]=[CH:6][C:7]=1[F:8].Cl.[C:18]([NH2:26])(=[NH:25])[C:19]1[CH:24]=[CH:23][N:22]=[CH:21][CH:20]=1.CC[O-].[Na+]. Product: [Cl:1][C:2]1[CH:3]=[C:4]([C:9]2[N:26]=[C:18]([C:19]3[CH:24]=[CH:23][N:22]=[CH:21][CH:20]=3)[N:25]=[C:11]([OH:13])[CH:10]=2)[CH:5]=[CH:6][C:7]=1[F:8]. The catalyst class is: 14. (9) Reactant: [CH3:1][N:2]([CH3:12])[S:3]([N:6]1[CH:10]=[C:9](I)[CH:8]=[N:7]1)(=[O:5])=[O:4].C([Li])CCC.[CH2:18]([Sn:22](Cl)([CH2:27][CH2:28][CH2:29][CH3:30])[CH2:23][CH2:24][CH2:25][CH3:26])[CH2:19][CH2:20][CH3:21]. Product: [CH3:1][N:2]([CH3:12])[S:3]([N:6]1[CH:10]=[C:9]([Sn:22]([CH2:23][CH2:24][CH2:25][CH3:26])([CH2:27][CH2:28][CH2:29][CH3:30])[CH2:18][CH2:19][CH2:20][CH3:21])[CH:8]=[N:7]1)(=[O:5])=[O:4]. The catalyst class is: 27.